Dataset: Forward reaction prediction with 1.9M reactions from USPTO patents (1976-2016). Task: Predict the product of the given reaction. (1) Given the reactants [O:1]1C=CC=[C:2]1[C:6]1[N:10]([C:11]2[S:15][C:14]([CH2:16][NH:17][C:18](=[O:29])[C@@H:19]([NH:21][C:22](=[O:28])[O:23][C:24]([CH3:27])([CH3:26])[CH3:25])[CH3:20])=[CH:13][CH:12]=2)[N:9]=[C:8]([C:30]([F:33])([F:32])[F:31])[CH:7]=1.P([O-])(O)(O)=[O:35].[Na+].Cl([O-])=O.[Na+], predict the reaction product. The product is: [C:24]([O:23][C:22]([NH:21][C@@H:19]([CH3:20])[C:18]([NH:17][CH2:16][C:14]1[S:15][C:11]([N:10]2[C:6]([C:2]([OH:35])=[O:1])=[CH:7][C:8]([C:30]([F:32])([F:31])[F:33])=[N:9]2)=[CH:12][CH:13]=1)=[O:29])=[O:28])([CH3:27])([CH3:26])[CH3:25]. (2) Given the reactants [C:1]1([C:7]2[C:11]([C:12]([F:15])([F:14])[F:13])=[C:10]([C:16]3[O:20][N:19]=[C:18]4[C:21]5[C:26]([CH2:27][CH2:28][C:17]=34)=[CH:25][C:24]([CH2:29][N:30]3[CH2:33][CH:32]([C:34]([O:36]C(C)(C)C)=[O:35])[CH2:31]3)=[CH:23][CH:22]=5)[O:9][N:8]=2)[CH:6]=[CH:5][CH:4]=[CH:3][CH:2]=1.C(O)(C(F)(F)F)=O, predict the reaction product. The product is: [C:1]1([C:7]2[C:11]([C:12]([F:15])([F:14])[F:13])=[C:10]([C:16]3[O:20][N:19]=[C:18]4[C:21]5[C:26]([CH2:27][CH2:28][C:17]=34)=[CH:25][C:24]([CH2:29][N:30]3[CH2:33][CH:32]([C:34]([OH:36])=[O:35])[CH2:31]3)=[CH:23][CH:22]=5)[O:9][N:8]=2)[CH:2]=[CH:3][CH:4]=[CH:5][CH:6]=1. (3) Given the reactants [CH2:1]([O:19][C:20]1[CH:25]=[C:24]([CH2:26][OH:27])[CH:23]=[C:22]([O:28][CH2:29][CH2:30][CH2:31][CH2:32][CH2:33][CH2:34][CH2:35][CH2:36]/[CH:37]=[CH:38]\[CH2:39]/[CH:40]=[CH:41]\[CH2:42][CH2:43][CH2:44][CH2:45][CH3:46])[N:21]=1)[CH2:2][CH2:3][CH2:4][CH2:5][CH2:6][CH2:7][CH2:8]/[CH:9]=[CH:10]\[CH2:11]/[CH:12]=[CH:13]\[CH2:14][CH2:15][CH2:16][CH2:17][CH3:18].Cl.[CH2:48]([N:50]([CH2:56][CH3:57])[CH2:51][CH2:52][C:53](O)=[O:54])[CH3:49].CN(C(ON1N=NC2C=CC=NC1=2)=[N+](C)C)C.F[P-](F)(F)(F)(F)F, predict the reaction product. The product is: [CH2:48]([N:50]([CH2:56][CH3:57])[CH2:51][CH2:52][C:53]([O:27][CH2:26][C:24]1[CH:25]=[C:20]([O:19][CH2:1][CH2:2][CH2:3][CH2:4][CH2:5][CH2:6][CH2:7][CH2:8]/[CH:9]=[CH:10]\[CH2:11]/[CH:12]=[CH:13]\[CH2:14][CH2:15][CH2:16][CH2:17][CH3:18])[N:21]=[C:22]([O:28][CH2:29][CH2:30][CH2:31][CH2:32][CH2:33][CH2:34][CH2:35][CH2:36]/[CH:37]=[CH:38]\[CH2:39]/[CH:40]=[CH:41]\[CH2:42][CH2:43][CH2:44][CH2:45][CH3:46])[CH:23]=1)=[O:54])[CH3:49]. (4) Given the reactants [Cl:1][C:2]1[CH:7]=[C:6](Cl)[N:5]=[C:4]2[NH:9][CH:10]=[CH:11][C:3]=12.C(Cl)Cl.[F-].[Cs+].O1CCO[CH2:19][CH2:18]1.O, predict the reaction product. The product is: [Cl:1][C:2]1[CH:7]=[C:6]([CH:18]=[CH2:19])[N:5]=[C:4]2[NH:9][CH:10]=[CH:11][C:3]=12. (5) Given the reactants [CH3:1][C:2]1[CH:7]=[C:6]([S:8][CH2:9][CH2:10][CH:11]([C:15]2[S:16][C:17]3[CH:24]=[C:23]([C:25]([F:28])([F:27])[F:26])[CH:22]=[CH:21][C:18]=3[C:19]=2[CH3:20])[CH2:12][CH2:13][CH3:14])[CH:5]=[CH:4][C:3]=1[O:29][CH2:30][C:31]([O:33]CC)=[O:32].[OH-].[Na+], predict the reaction product. The product is: [CH3:1][C:2]1[CH:7]=[C:6]([S:8][CH2:9][CH2:10][CH:11]([C:15]2[S:16][C:17]3[CH:24]=[C:23]([C:25]([F:26])([F:28])[F:27])[CH:22]=[CH:21][C:18]=3[C:19]=2[CH3:20])[CH2:12][CH2:13][CH3:14])[CH:5]=[CH:4][C:3]=1[O:29][CH2:30][C:31]([OH:33])=[O:32]. (6) Given the reactants [C:1]1([CH2:7][S:8][C:9]2[N:10]=[C:11]([Cl:19])[C:12]3[S:17][C:16](Br)=[N:15][C:13]=3[N:14]=2)[CH:6]=[CH:5][CH:4]=[CH:3][CH:2]=1.[NH2:20][CH:21]1[CH2:26][CH2:25][N:24]([C:27]([O:29][C:30]([CH3:33])([CH3:32])[CH3:31])=[O:28])[CH2:23][CH2:22]1.C(N(CC)CC)C, predict the reaction product. The product is: [C:30]([O:29][C:27]([N:24]1[CH2:25][CH2:26][CH:21]([NH:20][C:16]2[S:17][C:12]3[C:11]([Cl:19])=[N:10][C:9]([S:8][CH2:7][C:1]4[CH:6]=[CH:5][CH:4]=[CH:3][CH:2]=4)=[N:14][C:13]=3[N:15]=2)[CH2:22][CH2:23]1)=[O:28])([CH3:33])([CH3:31])[CH3:32]. (7) Given the reactants [Cl:1][C:2]1[CH:8]=[CH:7][C:5]([NH2:6])=[C:4]([I:9])[CH:3]=1.[C:10]1(=O)[CH2:15][CH2:14][CH2:13][C:12](=[O:16])[CH2:11]1.O.C1(C)C=CC(S(O)(=O)=O)=CC=1.CCOC(C)=O, predict the reaction product. The product is: [Cl:1][C:2]1[CH:8]=[CH:7][C:5]([NH:6][C:10]2[CH2:15][CH2:14][CH2:13][C:12](=[O:16])[CH:11]=2)=[C:4]([I:9])[CH:3]=1. (8) The product is: [F:1][C:2]1[CH:7]=[C:6]([F:8])[CH:5]=[CH:4][C:3]=1[C:9]1[N:10]=[C:11]2[N:15]([C:16]=1[C:17]1[CH:18]=[CH:19][C:20]3[N:21]([C:23]([C:26](=[O:27])[CH3:31])=[N:24][N:25]=3)[N:22]=1)[CH:14]=[CH:13][O:12]2. Given the reactants [F:1][C:2]1[CH:7]=[C:6]([F:8])[CH:5]=[CH:4][C:3]=1[C:9]1[N:10]=[C:11]2[N:15]([C:16]=1[C:17]1[CH:18]=[CH:19][C:20]3[N:21]([C:23]([C:26](OCC)=[O:27])=[N:24][N:25]=3)[N:22]=1)[CH:14]=[CH:13][O:12]2.[CH3:31][Mg]Cl.[Cl-].[NH4+].C(Cl)Cl, predict the reaction product. (9) Given the reactants [S:1]1[C:5]2[CH:6]=[CH:7][CH:8]=[CH:9][C:4]=2[C:3]([N:10]2[CH2:15][CH2:14][N:13]([CH2:16][CH2:17][C:18]3[CH:23]=[C:22]([F:24])[CH:21]=[CH:20][C:19]=3[NH2:25])[CH2:12][CH2:11]2)=[N:2]1.[Cl:26][C:27]1[CH:32]=[CH:31][CH:30]=[CH:29][C:28]=1[N:33]=[C:34]=[O:35], predict the reaction product. The product is: [S:1]1[C:5]2[CH:6]=[CH:7][CH:8]=[CH:9][C:4]=2[C:3]([N:10]2[CH2:15][CH2:14][N:13]([CH2:16][CH2:17][C:18]3[CH:23]=[C:22]([F:24])[CH:21]=[CH:20][C:19]=3[NH:25][C:34]([NH:33][C:28]3[CH:29]=[CH:30][CH:31]=[CH:32][C:27]=3[Cl:26])=[O:35])[CH2:12][CH2:11]2)=[N:2]1.